Predict which catalyst facilitates the given reaction. From a dataset of Catalyst prediction with 721,799 reactions and 888 catalyst types from USPTO. (1) Reactant: [C:1]([N:4]1[C:13]2[C:8](=[CH:9][C:10]([CH:14]3[CH2:19][CH2:18][N:17]([C:20]([O:22][C:23]([CH3:26])([CH3:25])[CH3:24])=[O:21])[CH2:16][CH2:15]3)=[CH:11][CH:12]=2)[C@H:7]([NH2:27])[C@@H:6]([CH3:28])[C@@H:5]1[CH3:29])(=[O:3])[CH3:2].C(N1C2C(=CC(C3CCN(C(OC(C)(C)C)=O)CC3)=CC=2)[C@H](NC2C=NC(C)=CN=2)[C@@H](C)[C@@H]1C)(=O)C.F[C:67]1[CH:74]=[CH:73][C:70]([C:71]#[N:72])=[CH:69][N:68]=1.CCN(C(C)C)C(C)C. Product: [C:1]([N:4]1[C:13]2[C:8](=[CH:9][C:10]([CH:14]3[CH2:15][CH2:16][N:17]([C:20]([O:22][C:23]([CH3:26])([CH3:25])[CH3:24])=[O:21])[CH2:18][CH2:19]3)=[CH:11][CH:12]=2)[C@H:7]([NH:27][C:67]2[CH:74]=[CH:73][C:70]([C:71]#[N:72])=[CH:69][N:68]=2)[C@@H:6]([CH3:28])[C@@H:5]1[CH3:29])(=[O:3])[CH3:2]. The catalyst class is: 60. (2) Product: [CH3:1][O:2][C:3]1[CH:8]=[CH:7][CH:6]=[C:5]([O:9][CH3:10])[C:4]=1[CH:11]1[NH:29][C:15](=[O:16])[CH2:14][C:13]([CH3:20])([CH3:19])[CH2:12]1. Reactant: [CH3:1][O:2][C:3]1[CH:8]=[CH:7][CH:6]=[C:5]([O:9][CH3:10])[C:4]=1[C:11](=O)[CH2:12][C:13]([CH3:20])([CH3:19])[CH2:14][C:15](OC)=[O:16].C([O-])(=O)C.[NH4+].[BH3-]C#[N:29].[Na+].Cl. The catalyst class is: 5. (3) Reactant: [CH:1]([O:3][CH2:4][CH2:5][CH2:6][CH2:7][O:8][C:9]1[CH:10]=[C:11]([CH:14]=[C:15]([O:17][CH2:18][CH2:19][CH2:20][CH2:21][O:22][CH:23]=[CH2:24])[CH:16]=1)[CH:12]=O)=[CH2:2].[CH3:25][NH:26][CH3:27].C(O)(=O)C.C(O[BH-](OC(=O)C)OC(=O)C)(=O)C.[Na+].C(=O)(O)[O-].[Na+]. Product: [CH:1]([O:3][CH2:4][CH2:5][CH2:6][CH2:7][O:8][C:9]1[CH:10]=[C:11]([CH2:12][N:26]([CH3:27])[CH3:25])[CH:14]=[C:15]([O:17][CH2:18][CH2:19][CH2:20][CH2:21][O:22][CH:23]=[CH2:24])[CH:16]=1)=[CH2:2]. The catalyst class is: 91.